From a dataset of Full USPTO retrosynthesis dataset with 1.9M reactions from patents (1976-2016). Predict the reactants needed to synthesize the given product. (1) Given the product [CH2:7]([N:14]1[CH2:18][CH2:17][C:16](=[CH2:1])[CH2:15]1)[C:8]1[CH:13]=[CH:12][CH:11]=[CH:10][CH:9]=1, predict the reactants needed to synthesize it. The reactants are: [CH3:1]C([O-])(C)C.[K+].[CH2:7]([N:14]1[CH2:18][CH2:17][C:16](=O)[CH2:15]1)[C:8]1[CH:13]=[CH:12][CH:11]=[CH:10][CH:9]=1.[NH4+].[Cl-]. (2) Given the product [CH2:1]([O:3][C:4]([C:6]1[C:7]([N:28]2[CH2:29][CH2:30][C:25]([F:31])([F:24])[CH2:26][CH2:27]2)=[N:8][C:9]2[C:14]([C:15]=1[C:16]1[CH:21]=[CH:20][CH:19]=[CH:18][CH:17]=1)=[CH:13][C:12]([Cl:22])=[CH:11][CH:10]=2)=[O:5])[CH3:2], predict the reactants needed to synthesize it. The reactants are: [CH2:1]([O:3][C:4]([C:6]1[C:7](Cl)=[N:8][C:9]2[C:14]([C:15]=1[C:16]1[CH:21]=[CH:20][CH:19]=[CH:18][CH:17]=1)=[CH:13][C:12]([Cl:22])=[CH:11][CH:10]=2)=[O:5])[CH3:2].[F:24][C:25]1([F:31])[CH2:30][CH2:29][NH:28][CH2:27][CH2:26]1. (3) Given the product [C:55]([O:5][C:6]([N:8]1[CH2:9][CH2:10][N:11]([C:14](=[O:44])[C:15](=[O:43])[CH2:16][C:17]2[CH:22]=[CH:21][C:20]([O:23][C:24]3[CH:29]=[CH:28][C:27]([NH:30][C:31](=[O:42])[C:32]4[CH:37]=[CH:36][C:35]([C:38]([F:41])([F:40])[F:39])=[CH:34][CH:33]=4)=[CH:26][N:25]=3)=[CH:19][CH:18]=2)[CH2:12][CH2:13]1)=[O:7])([CH3:56])([CH3:54])[CH3:50], predict the reactants needed to synthesize it. The reactants are: C([O:5][C:6]([N:8]1[CH2:13][CH2:12][N:11]([C:14](=[O:44])[CH:15]([OH:43])[CH2:16][C:17]2[CH:22]=[CH:21][C:20]([O:23][C:24]3[CH:29]=[CH:28][C:27]([NH:30][C:31](=[O:42])[C:32]4[CH:37]=[CH:36][C:35]([C:38]([F:41])([F:40])[F:39])=[CH:34][CH:33]=4)=[CH:26][N:25]=3)=[CH:19][CH:18]=2)[CH2:10][CH2:9]1)=[O:7])CCC.CC(OI1(OC(C)=O)(OC(C)=O)O[C:56](=O)[C:55]2[CH:54]=CC=C[C:50]1=2)=O.